This data is from Catalyst prediction with 721,799 reactions and 888 catalyst types from USPTO. The task is: Predict which catalyst facilitates the given reaction. (1) The catalyst class is: 3. Product: [CH3:22][O:11][C:10](=[O:12])[C@@H:9]([NH:13][C:14]([O:16][C:17]([CH3:20])([CH3:19])[CH3:18])=[O:15])[CH2:8][C@H:7]([CH3:21])[CH2:6][CH2:5][O:4][CH2:1][CH:2]=[CH2:3]. Reactant: [CH2:1]([O:4][CH2:5][CH2:6][C@@H:7]([CH3:21])[CH2:8][C@H:9]([NH:13][C:14]([O:16][C:17]([CH3:20])([CH3:19])[CH3:18])=[O:15])[C:10]([OH:12])=[O:11])[CH:2]=[CH2:3].[C:22](=O)([O-])[O-].[K+].[K+].CI.O. (2) Reactant: [CH2:1]1[CH2:5][O:4][CH2:3][CH2:2]1.Cl.[NH2:7][C:8]([NH2:10])=[NH:9].[OH-:11].[Na+].Cl[C:14]([O:16][CH2:17][C:18]1[CH:23]=[CH:22][CH:21]=[CH:20][CH:19]=1)=[O:15]. Product: [CH2:17]([O:16][C:14]([NH:9][C:8]([NH:10][C:3]([O:4][CH2:5][C:1]1[CH:2]=[CH:3][CH:2]=[CH:1][CH:5]=1)=[O:11])=[NH:7])=[O:15])[C:18]1[CH:23]=[CH:22][CH:21]=[CH:20][CH:19]=1. The catalyst class is: 6. (3) Reactant: [NH2:1][C:2]1[CH:15]=[CH:14][C:13]2[S:12][C:11]3[C:6](=[CH:7][CH:8]=[CH:9][CH:10]=3)[C:5](=[O:16])[C:4]=2[CH:3]=1.[C:17]1(=[O:24])[O:23][C:21](=[O:22])[CH2:20][CH2:19][CH2:18]1. Product: [O:16]=[C:5]1[C:4]2[CH:3]=[C:2]([NH:1][C:17]([CH2:18][CH2:19][CH2:20][C:21]([OH:23])=[O:22])=[O:24])[CH:15]=[CH:14][C:13]=2[S:12][C:11]2[C:6]1=[CH:7][CH:8]=[CH:9][CH:10]=2. The catalyst class is: 3. (4) Reactant: [F:1][C:2]([F:6])([F:5])[CH2:3][OH:4].[Na].[NH2:8][C:9]1[C:17]2[C:12](=[N:13][C:14]([N:21]3[CH2:30][CH2:29][C:24]4([O:28][CH2:27][CH2:26][O:25]4)[CH2:23][CH2:22]3)=[CH:15][C:16]=2S(C)=O)[S:11][C:10]=1[C:31]([NH2:33])=[O:32]. Product: [NH2:8][C:9]1[C:17]2[C:12](=[N:13][C:14]([N:21]3[CH2:22][CH2:23][C:24]4([O:28][CH2:27][CH2:26][O:25]4)[CH2:29][CH2:30]3)=[CH:15][C:16]=2[O:4][CH2:3][C:2]([F:6])([F:5])[F:1])[S:11][C:10]=1[C:31]([NH2:33])=[O:32]. The catalyst class is: 6. (5) Reactant: [NH2:1][C:2]1[N:10]=[CH:9][N:8]=[C:7]2[C:3]=1[N:4]([C:32]1[CH:37]=[CH:36][C:35]([CH3:38])=[C:34]([O:39][CH3:40])[CH:33]=1)[C:5](=[O:31])[N:6]2[C:11]1[CH:12]=[CH:13][C:14]([O:26][CH2:27][CH2:28][O:29][CH3:30])=[C:15]([N:17](C)[C:18](=O)OC(C)(C)C)[CH:16]=1.C(O)(C(F)(F)F)=O. Product: [NH2:1][C:2]1[N:10]=[CH:9][N:8]=[C:7]2[C:3]=1[N:4]([C:32]1[CH:37]=[CH:36][C:35]([CH3:38])=[C:34]([O:39][CH3:40])[CH:33]=1)[C:5](=[O:31])[N:6]2[C:11]1[CH:12]=[CH:13][C:14]([O:26][CH2:27][CH2:28][O:29][CH3:30])=[C:15]([NH:17][CH3:18])[CH:16]=1. The catalyst class is: 2.